Dataset: Forward reaction prediction with 1.9M reactions from USPTO patents (1976-2016). Task: Predict the product of the given reaction. (1) Given the reactants [Cl:1][C:2]1[CH:7]=[CH:6][CH:5]=[C:4]([Cl:8])[C:3]=1[CH2:9][S:10]([C:13]1[CH:14]=[C:15]2[C:19](=[CH:20][CH:21]=1)[NH:18][C:17](=[O:22])/[C:16]/2=[CH:23]\[C:24]1[NH:28][C:27]([CH3:29])=[C:26]([C:30]([OH:32])=O)[C:25]=1[CH3:33])(=[O:12])=[O:11].C1C=CC2N(O)N=NC=2C=1.CCN=C=NCCCN(C)C.Cl.[NH2:56][CH2:57][CH2:58][N:59]1[CH2:63][CH2:62][CH:61]([NH:64][C:65](=[O:67])[CH3:66])[CH2:60]1, predict the reaction product. The product is: [C:65]([NH:64][CH:61]1[CH2:62][CH2:63][N:59]([CH2:58][CH2:57][NH:56][C:30]([C:26]2[C:25]([CH3:33])=[C:24](/[CH:23]=[C:16]3\[C:17](=[O:22])[NH:18][C:19]4[C:15]\3=[CH:14][C:13]([S:10]([CH2:9][C:3]3[C:2]([Cl:1])=[CH:7][CH:6]=[CH:5][C:4]=3[Cl:8])(=[O:11])=[O:12])=[CH:21][CH:20]=4)[NH:28][C:27]=2[CH3:29])=[O:32])[CH2:60]1)(=[O:67])[CH3:66]. (2) Given the reactants [NH2:1][C:2]1[CH:7]=[CH:6][C:5]([CH2:8][C:9]([CH3:16])([CH3:15])[C:10](OCC)=[O:11])=[C:4]([C:17]([F:20])([F:19])[F:18])[CH:3]=1.[H-].[H-].[H-].[H-].[Li+].[Al+3], predict the reaction product. The product is: [NH2:1][C:2]1[CH:7]=[CH:6][C:5]([CH2:8][C:9]([CH3:16])([CH3:15])[CH2:10][OH:11])=[C:4]([C:17]([F:18])([F:19])[F:20])[CH:3]=1. (3) Given the reactants [H-].[Al+3].[Li+].[H-].[H-].[H-].[Br:7][C:8]1[CH:9]=[C:10]([CH2:14][C:15](O)=[O:16])[CH:11]=[CH:12][CH:13]=1.O.[C@H](O)(C([O-])=O)[C@@H](O)C([O-])=O.[Na+].[K+], predict the reaction product. The product is: [Br:7][C:8]1[CH:9]=[C:10]([CH2:14][CH2:15][OH:16])[CH:11]=[CH:12][CH:13]=1. (4) Given the reactants Cl[C:2]1[N:7]=[C:6]2[N:8]([CH3:16])[C:9](=[O:15])[N:10]([CH2:11][CH:12]3[CH2:14][CH2:13]3)[C:5]2=[CH:4][CH:3]=1.[C:17]([Si:21]([CH3:37])([CH3:36])[O:22][CH2:23][CH2:24]/[CH:25]=[CH:26]/B1OC(C)(C)C(C)(C)O1)([CH3:20])([CH3:19])[CH3:18].[C:38]([O-])([O-])=O.[Cs+].[Cs+].O, predict the reaction product. The product is: [Si:21]([O:22][CH2:23][CH2:24]/[CH:25]=[CH:26]/[C:2]1[N:7]=[C:6]2[N:8]([CH3:16])[C:9](=[O:15])[N:10]([CH2:11][C:12]([CH3:13])([CH3:14])[CH3:38])[C:5]2=[CH:4][CH:3]=1)([C:17]([CH3:18])([CH3:19])[CH3:20])([CH3:36])[CH3:37]. (5) Given the reactants [CH:1]1([C:7]2[N:12]=[C:11]([C:13]([OH:15])=O)[CH:10]=[CH:9][CH:8]=2)[CH2:6][CH2:5][CH2:4][CH2:3][CH2:2]1.[CH3:16][O:17][C:18](=[O:23])[C:19]([CH3:22])([CH3:21])[NH2:20], predict the reaction product. The product is: [CH3:16][O:17][C:18](=[O:23])[C:19]([NH:20][C:13]([C:11]1[CH:10]=[CH:9][CH:8]=[C:7]([CH:1]2[CH2:2][CH2:3][CH2:4][CH2:5][CH2:6]2)[N:12]=1)=[O:15])([CH3:22])[CH3:21]. (6) Given the reactants [NH2:1][N:2]1[CH:6]=[CH:5][N:4]=[C:3]1[C:7]([NH:9][C:10]1[CH:15]=[C:14]([F:16])[CH:13]=[C:12]([F:17])[CH:11]=1)=[O:8].[C:18]([O:22][C:23]([NH:25][C@@H:26]([CH2:30]C)[C:27](O)=[O:28])=[O:24])([CH3:21])([CH3:20])[CH3:19], predict the reaction product. The product is: [F:17][C:12]1[CH:11]=[C:10]([NH:9][C:7]([C:3]2[N:2]([NH:1][C:27](=[O:28])[C@@H:26]([NH:25][C:23](=[O:24])[O:22][C:18]([CH3:20])([CH3:19])[CH3:21])[CH3:30])[CH:6]=[CH:5][N:4]=2)=[O:8])[CH:15]=[C:14]([F:16])[CH:13]=1. (7) Given the reactants C[N:2](C)[CH:3]=[N:4][C:5]([C:7]1[N:16]=[C:15]2[N:9]([CH2:10][CH2:11][O:12][C:13]3[CH:20]=[C:19]([Cl:21])[N:18]=[CH:17][C:14]=32)[CH:8]=1)=O.Cl.[CH:24]1([NH:30]N)[CH2:29][CH2:28][CH2:27][CH2:26][CH2:25]1, predict the reaction product. The product is: [Cl:21][C:19]1[N:18]=[CH:17][C:14]2[C:15]3[N:9]([CH2:10][CH2:11][O:12][C:13]=2[CH:20]=1)[CH:8]=[C:7]([C:5]1[N:30]([CH:24]2[CH2:29][CH2:28][CH2:27][CH2:26][CH2:25]2)[N:2]=[CH:3][N:4]=1)[N:16]=3. (8) Given the reactants C([Li])C(C)C.[CH3:6][O:7][C:8]1[CH:9]=[C:10]([NH:14][C:15](=[O:20])[C:16]([CH3:19])([CH3:18])[CH3:17])[CH:11]=[CH:12][CH:13]=1.[O:21]1[CH2:23][CH2:22]1, predict the reaction product. The product is: [OH:21][CH2:22][CH2:23][C:9]1[C:8]([O:7][CH3:6])=[CH:13][CH:12]=[CH:11][C:10]=1[NH:14][C:15](=[O:20])[C:16]([CH3:17])([CH3:19])[CH3:18]. (9) The product is: [CH2:1]([O:3][C:4]1[C@@H:5]([CH:13]([CH3:15])[CH3:14])[N:6]=[C:7]([O:10][CH2:11][CH3:12])[C@H:8]([CH2:19][CH2:18][C:17]2[CH:16]=[CH:21][C:25]([O:24][CH2:23][CH2:22][CH2:16][CH2:17][C:18]3[CH:14]=[CH:13][CH:5]=[CH:4][CH:19]=3)=[C:7]([O:10][CH3:11])[CH:8]=2)[N:9]=1)[CH3:2]. Given the reactants [CH2:1]([O:3][C:4]1[C@@H:5]([CH:13]([CH3:15])[CH3:14])[N:6]=[C:7]([O:10][CH2:11][CH3:12])[CH2:8][N:9]=1)[CH3:2].[CH2:16]([Li])[CH2:17][CH2:18][CH3:19].[CH2:21]1[CH2:25][O:24][CH2:23][CH2:22]1, predict the reaction product.